From a dataset of Forward reaction prediction with 1.9M reactions from USPTO patents (1976-2016). Predict the product of the given reaction. (1) The product is: [Cl:15][CH2:14][C:11]1[N:10]=[N:9][C:8]([C:3]2[CH:4]=[CH:5][CH:6]=[CH:7][C:2]=2[Cl:1])=[CH:13][CH:12]=1. Given the reactants [Cl:1][C:2]1[CH:7]=[CH:6][CH:5]=[CH:4][C:3]=1[C:8]1[N:9]=[N:10][C:11]([CH3:14])=[CH:12][CH:13]=1.[Cl:15]N1C(=O)N(Cl)C(=O)N(Cl)C1=O, predict the reaction product. (2) Given the reactants FC(F)(F)C(O)=O.[CH3:8][NH:9][C:10]([C:12]1[CH:13]=[CH:14][C:15]([CH2:18][C:19]2[CH:36]=[CH:35][C:22]3[CH2:23][CH2:24][N:25](C(OC(C)(C)C)=O)[CH2:26][CH2:27][C:21]=3[CH:20]=2)=[N:16][CH:17]=1)=[O:11], predict the reaction product. The product is: [CH3:8][NH:9][C:10]([C:12]1[CH:17]=[N:16][C:15]([CH2:18][C:19]2[CH:36]=[CH:35][C:22]3[CH2:23][CH2:24][NH:25][CH2:26][CH2:27][C:21]=3[CH:20]=2)=[CH:14][CH:13]=1)=[O:11].